Dataset: NCI-60 drug combinations with 297,098 pairs across 59 cell lines. Task: Regression. Given two drug SMILES strings and cell line genomic features, predict the synergy score measuring deviation from expected non-interaction effect. (1) Drug 1: CC12CCC3C(C1CCC2O)C(CC4=C3C=CC(=C4)O)CCCCCCCCCS(=O)CCCC(C(F)(F)F)(F)F. Drug 2: C1=NNC2=C1C(=O)NC=N2. Cell line: LOX IMVI. Synergy scores: CSS=12.3, Synergy_ZIP=-5.49, Synergy_Bliss=1.44, Synergy_Loewe=0.830, Synergy_HSA=1.38. (2) Drug 1: CC1=C2C(C(=O)C3(C(CC4C(C3C(C(C2(C)C)(CC1OC(=O)C(C(C5=CC=CC=C5)NC(=O)C6=CC=CC=C6)O)O)OC(=O)C7=CC=CC=C7)(CO4)OC(=O)C)O)C)OC(=O)C. Drug 2: CS(=O)(=O)OCCCCOS(=O)(=O)C. Cell line: SF-539. Synergy scores: CSS=48.6, Synergy_ZIP=-2.35, Synergy_Bliss=-2.97, Synergy_Loewe=-47.9, Synergy_HSA=-2.31. (3) Drug 1: CC1=C(C=C(C=C1)C(=O)NC2=CC(=CC(=C2)C(F)(F)F)N3C=C(N=C3)C)NC4=NC=CC(=N4)C5=CN=CC=C5. Drug 2: CC=C1C(=O)NC(C(=O)OC2CC(=O)NC(C(=O)NC(CSSCCC=C2)C(=O)N1)C(C)C)C(C)C. Cell line: MALME-3M. Synergy scores: CSS=48.9, Synergy_ZIP=3.26, Synergy_Bliss=1.40, Synergy_Loewe=-62.5, Synergy_HSA=-2.84. (4) Drug 1: CNC(=O)C1=CC=CC=C1SC2=CC3=C(C=C2)C(=NN3)C=CC4=CC=CC=N4. Drug 2: CC12CCC3C(C1CCC2OP(=O)(O)O)CCC4=C3C=CC(=C4)OC(=O)N(CCCl)CCCl.[Na+]. Cell line: SK-OV-3. Synergy scores: CSS=2.44, Synergy_ZIP=0.660, Synergy_Bliss=3.27, Synergy_Loewe=1.06, Synergy_HSA=1.51. (5) Drug 1: CCC(=C(C1=CC=CC=C1)C2=CC=C(C=C2)OCCN(C)C)C3=CC=CC=C3.C(C(=O)O)C(CC(=O)O)(C(=O)O)O. Drug 2: CC1=C(C=C(C=C1)C(=O)NC2=CC(=CC(=C2)C(F)(F)F)N3C=C(N=C3)C)NC4=NC=CC(=N4)C5=CN=CC=C5. Cell line: UO-31. Synergy scores: CSS=-0.222, Synergy_ZIP=0.269, Synergy_Bliss=1.07, Synergy_Loewe=-0.393, Synergy_HSA=-0.516. (6) Drug 1: C1CC(=O)NC(=O)C1N2C(=O)C3=CC=CC=C3C2=O. Drug 2: C(CCl)NC(=O)N(CCCl)N=O. Cell line: KM12. Synergy scores: CSS=-10.6, Synergy_ZIP=1.42, Synergy_Bliss=-9.72, Synergy_Loewe=-23.2, Synergy_HSA=-18.8.